From a dataset of Peptide-MHC class II binding affinity with 134,281 pairs from IEDB. Regression. Given a peptide amino acid sequence and an MHC pseudo amino acid sequence, predict their binding affinity value. This is MHC class II binding data. (1) The peptide sequence is DAQSAQSQCRTFRGR. The MHC is H-2-IAd with pseudo-sequence H-2-IAd. The binding affinity (normalized) is 0.220. (2) The peptide sequence is GVEGIGLQYLGYVIRK. The MHC is DRB1_1101 with pseudo-sequence DRB1_1101. The binding affinity (normalized) is 0.664. (3) The peptide sequence is FDHDILPDKFYEEFC. The MHC is DRB1_0901 with pseudo-sequence DRB1_0901. The binding affinity (normalized) is 0.310. (4) The peptide sequence is EKKYFAACQFEPLAA. The MHC is HLA-DQA10301-DQB10302 with pseudo-sequence HLA-DQA10301-DQB10302. The binding affinity (normalized) is 0.275. (5) The MHC is HLA-DQA10201-DQB10402 with pseudo-sequence HLA-DQA10201-DQB10402. The binding affinity (normalized) is 0.436. The peptide sequence is GKEFIRCLALPFRGY.